This data is from NCI-60 drug combinations with 297,098 pairs across 59 cell lines. The task is: Regression. Given two drug SMILES strings and cell line genomic features, predict the synergy score measuring deviation from expected non-interaction effect. (1) Drug 1: CS(=O)(=O)OCCCCOS(=O)(=O)C. Drug 2: B(C(CC(C)C)NC(=O)C(CC1=CC=CC=C1)NC(=O)C2=NC=CN=C2)(O)O. Cell line: HCT-15. Synergy scores: CSS=38.3, Synergy_ZIP=2.72, Synergy_Bliss=0.461, Synergy_Loewe=-66.8, Synergy_HSA=-3.43. (2) Drug 1: CC1=CC=C(C=C1)C2=CC(=NN2C3=CC=C(C=C3)S(=O)(=O)N)C(F)(F)F. Drug 2: C1CNP(=O)(OC1)N(CCCl)CCCl. Cell line: TK-10. Synergy scores: CSS=-4.14, Synergy_ZIP=2.25, Synergy_Bliss=1.90, Synergy_Loewe=-2.62, Synergy_HSA=-3.50. (3) Cell line: NCIH23. Drug 1: CC1=C2C(C(=O)C3(C(CC4C(C3C(C(C2(C)C)(CC1OC(=O)C(C(C5=CC=CC=C5)NC(=O)OC(C)(C)C)O)O)OC(=O)C6=CC=CC=C6)(CO4)OC(=O)C)OC)C)OC. Drug 2: C1CN(CCN1C(=O)CCBr)C(=O)CCBr. Synergy scores: CSS=37.4, Synergy_ZIP=-10.4, Synergy_Bliss=-11.5, Synergy_Loewe=-22.0, Synergy_HSA=-8.08.